From a dataset of NCI-60 drug combinations with 297,098 pairs across 59 cell lines. Regression. Given two drug SMILES strings and cell line genomic features, predict the synergy score measuring deviation from expected non-interaction effect. (1) Drug 1: C1C(C(OC1N2C=NC3=C(N=C(N=C32)Cl)N)CO)O. Drug 2: C1=NC(=NC(=O)N1C2C(C(C(O2)CO)O)O)N. Cell line: NCI/ADR-RES. Synergy scores: CSS=39.5, Synergy_ZIP=-3.08, Synergy_Bliss=-4.64, Synergy_Loewe=-18.4, Synergy_HSA=-2.19. (2) Synergy scores: CSS=19.8, Synergy_ZIP=-5.89, Synergy_Bliss=-2.91, Synergy_Loewe=-10.2, Synergy_HSA=-5.49. Drug 2: CN(CCCl)CCCl.Cl. Drug 1: C1=CC(=CC=C1CC(C(=O)O)N)N(CCCl)CCCl.Cl. Cell line: K-562. (3) Drug 1: CC1=C(C=C(C=C1)NC2=NC=CC(=N2)N(C)C3=CC4=NN(C(=C4C=C3)C)C)S(=O)(=O)N.Cl. Drug 2: C1=CC(=C2C(=C1NCCNCCO)C(=O)C3=C(C=CC(=C3C2=O)O)O)NCCNCCO. Cell line: BT-549. Synergy scores: CSS=40.7, Synergy_ZIP=8.55, Synergy_Bliss=11.4, Synergy_Loewe=-21.4, Synergy_HSA=9.60. (4) Drug 1: COC1=C(C=C2C(=C1)N=CN=C2NC3=CC(=C(C=C3)F)Cl)OCCCN4CCOCC4. Drug 2: B(C(CC(C)C)NC(=O)C(CC1=CC=CC=C1)NC(=O)C2=NC=CN=C2)(O)O. Cell line: EKVX. Synergy scores: CSS=26.5, Synergy_ZIP=-7.52, Synergy_Bliss=-2.75, Synergy_Loewe=-1.11, Synergy_HSA=-1.11. (5) Drug 1: CCC1(CC2CC(C3=C(CCN(C2)C1)C4=CC=CC=C4N3)(C5=C(C=C6C(=C5)C78CCN9C7C(C=CC9)(C(C(C8N6C)(C(=O)OC)O)OC(=O)C)CC)OC)C(=O)OC)O.OS(=O)(=O)O. Drug 2: C1=CN(C=N1)CC(O)(P(=O)(O)O)P(=O)(O)O. Cell line: HCT-15. Synergy scores: CSS=1.16, Synergy_ZIP=-0.540, Synergy_Bliss=-0.367, Synergy_Loewe=-4.43, Synergy_HSA=-3.06. (6) Drug 1: CCC1(CC2CC(C3=C(CCN(C2)C1)C4=CC=CC=C4N3)(C5=C(C=C6C(=C5)C78CCN9C7C(C=CC9)(C(C(C8N6C=O)(C(=O)OC)O)OC(=O)C)CC)OC)C(=O)OC)O.OS(=O)(=O)O. Drug 2: C1CNP(=O)(OC1)N(CCCl)CCCl. Cell line: CCRF-CEM. Synergy scores: CSS=18.0, Synergy_ZIP=-0.422, Synergy_Bliss=1.10, Synergy_Loewe=-86.7, Synergy_HSA=1.25.